The task is: Predict the product of the given reaction.. This data is from Forward reaction prediction with 1.9M reactions from USPTO patents (1976-2016). (1) Given the reactants [Cl:1][C:2]1[N:3]=[C:4]([NH:10][C:11]2[CH:16]=[CH:15][C:14]([I:17])=[CH:13][C:12]=2[F:18])[C:5](=O)O[C:7]=1[CH3:8].[C:19]([O:23][CH3:24])(=[O:22])C#C.[C:25]1(C)C=CC=CC=1, predict the reaction product. The product is: [CH3:24][O:23][C:19](=[O:22])[C:5]1[CH:8]=[C:7]([CH3:25])[C:2]([Cl:1])=[N:3][C:4]=1[NH:10][C:11]1[CH:16]=[CH:15][C:14]([I:17])=[CH:13][C:12]=1[F:18]. (2) Given the reactants [Cl:1][C:2]1[CH:3]=[N:4][C:5]2[N:6]([N:8]=[C:9]([C:11]([OH:13])=O)[CH:10]=2)[CH:7]=1.[CH3:14][CH:15]1[CH2:20][C:19]([C:21]2[CH:22]=[N:23][CH:24]=[N:25][CH:26]=2)=[CH:18][CH2:17][NH:16]1, predict the reaction product. The product is: [Cl:1][C:2]1[CH:3]=[N:4][C:5]2[N:6]([N:8]=[C:9]([C:11]([N:16]3[CH2:17][CH:18]=[C:19]([C:21]4[CH:26]=[N:25][CH:24]=[N:23][CH:22]=4)[CH2:20][CH:15]3[CH3:14])=[O:13])[CH:10]=2)[CH:7]=1. (3) Given the reactants [CH3:1][O:2][C:3](=[O:27])[CH:4]([N:9]1[C:15](=[O:16])[CH2:14][CH2:13][N:12]([C:17]2[CH:22]=[CH:21][CH:20]=[C:19]([C:23]([F:26])([F:25])[F:24])[CH:18]=2)[CH2:11][CH2:10]1)[CH2:5][CH2:6][CH2:7]Br.[CH3:28][C:29]1([OH:35])[CH2:34][CH2:33][NH:32][CH2:31][CH2:30]1, predict the reaction product. The product is: [CH3:1][O:2][C:3](=[O:27])[CH:4]([N:9]1[C:15](=[O:16])[CH2:14][CH2:13][N:12]([C:17]2[CH:22]=[CH:21][CH:20]=[C:19]([C:23]([F:26])([F:25])[F:24])[CH:18]=2)[CH2:11][CH2:10]1)[CH2:5][CH2:6][CH2:7][N:32]1[CH2:33][CH2:34][C:29]([OH:35])([CH3:28])[CH2:30][CH2:31]1. (4) Given the reactants [C:1]([C:3]1[CH:10]=[CH:9][C:6]([CH2:7][OH:8])=[CH:5][CH:4]=1)#[N:2].O.[OH-].[Na+], predict the reaction product. The product is: [NH2:2][CH2:1][C:3]1[CH:10]=[CH:9][C:6]([CH2:7][OH:8])=[CH:5][CH:4]=1. (5) Given the reactants FC(F)(F)C(O)=O.[CH3:8][NH:9][C@@H:10]([CH3:31])[C:11]([NH:13][CH2:14][C:15]1[CH:16]=[C:17]([C:21]2[CH:26]=[CH:25][C:24]([C:27]([F:30])([F:29])[F:28])=[CH:23][CH:22]=2)[CH:18]=[CH:19][CH:20]=1)=[O:12].C(N(CC)CC)C.[F:39][C:40]1[CH:45]=[CH:44][C:43]([S:46](Cl)(=[O:48])=[O:47])=[CH:42][CH:41]=1, predict the reaction product. The product is: [F:39][C:40]1[CH:45]=[CH:44][C:43]([S:46]([N:9]([CH3:8])[C@@H:10]([CH3:31])[C:11]([NH:13][CH2:14][C:15]2[CH:16]=[C:17]([C:21]3[CH:22]=[CH:23][C:24]([C:27]([F:28])([F:29])[F:30])=[CH:25][CH:26]=3)[CH:18]=[CH:19][CH:20]=2)=[O:12])(=[O:48])=[O:47])=[CH:42][CH:41]=1. (6) Given the reactants [CH2:1]([O:3][CH2:4][O:5][CH2:6][C@@H:7]([NH:13][C:14]([C:16]1[CH:21]=[CH:20][C:19]([I:22])=[CH:18][CH:17]=1)=[O:15])[CH2:8][CH2:9][C:10]([OH:12])=[O:11])[CH3:2].C(=O)([O-])[O-].[K+].[K+].[I-].[Na+].[CH2:31](Br)[CH:32]=[CH2:33], predict the reaction product. The product is: [CH2:33]([O:11][C:10](=[O:12])[CH2:9][CH2:8][C@H:7]([NH:13][C:14]([C:16]1[CH:21]=[CH:20][C:19]([I:22])=[CH:18][CH:17]=1)=[O:15])[CH2:6][O:5][CH2:4][O:3][CH2:1][CH3:2])[CH:32]=[CH2:31].